From a dataset of Reaction yield outcomes from USPTO patents with 853,638 reactions. Predict the reaction yield, written as a fraction of the theoretical maximum amount of product (1.0 means a 100% yield; for example, 0.34 means a 34% yield). (1) The reactants are [C:1]([Zn]C#N)#[N:2].Cl[C:7]1[N:12]=[C:11]([C:13]2[N:17]3[CH:18]=[C:19]([F:22])[CH:20]=[CH:21][C:16]3=[N:15][CH:14]=2)[N:10]=[C:9]([NH:23][C@@H:24]2[CH2:29][CH2:28][CH2:27][N:26]([C:30]([O:32][C:33]([CH3:36])([CH3:35])[CH3:34])=[O:31])[CH2:25]2)[CH:8]=1. The catalyst is CN(C=O)C.C1C=CC([P]([Pd]([P](C2C=CC=CC=2)(C2C=CC=CC=2)C2C=CC=CC=2)([P](C2C=CC=CC=2)(C2C=CC=CC=2)C2C=CC=CC=2)[P](C2C=CC=CC=2)(C2C=CC=CC=2)C2C=CC=CC=2)(C2C=CC=CC=2)C2C=CC=CC=2)=CC=1. The product is [C:1]([C:7]1[N:12]=[C:11]([C:13]2[N:17]3[CH:18]=[C:19]([F:22])[CH:20]=[CH:21][C:16]3=[N:15][CH:14]=2)[N:10]=[C:9]([NH:23][C@@H:24]2[CH2:29][CH2:28][CH2:27][N:26]([C:30]([O:32][C:33]([CH3:36])([CH3:35])[CH3:34])=[O:31])[CH2:25]2)[CH:8]=1)#[N:2]. The yield is 1.00. (2) The reactants are [Cl:1][C:2]1[CH:3]=[CH:4][C:5]2[N:9]=[N:8][NH:7][C:6]=2[CH:10]=1.[OH-].[Na+].[Cl:13][CH2:14][CH2:15][CH2:16][CH2:17]Br. The catalyst is [Br-].C([N+](CCCC)(CCCC)CCCC)CCC.ClCCl. The product is [Cl:1][C:2]1[CH:3]=[CH:4][C:5]2[N:9]=[N:8][N:7]([CH2:17][CH2:16][CH2:15][CH2:14][Cl:13])[C:6]=2[CH:10]=1. The yield is 0.790. (3) The reactants are [CH2:1]([NH:3][C:4]1[C:9]([CH2:10][C:11]2[CH:16]=[C:15]([O:17][CH3:18])[C:14]([O:19][CH3:20])=[CH:13][C:12]=2[CH:21]([CH3:23])[CH3:22])=[CH:8][N:7]=[C:6](S(C)(=O)=O)[N:5]=1)[CH3:2].[NH4+:28].[OH-]. The catalyst is C(COC)OC. The product is [CH2:1]([NH:3][C:4]1[C:9]([CH2:10][C:11]2[CH:16]=[C:15]([O:17][CH3:18])[C:14]([O:19][CH3:20])=[CH:13][C:12]=2[CH:21]([CH3:23])[CH3:22])=[CH:8][N:7]=[C:6]([NH2:28])[N:5]=1)[CH3:2]. The yield is 0.470.